From a dataset of Full USPTO retrosynthesis dataset with 1.9M reactions from patents (1976-2016). Predict the reactants needed to synthesize the given product. (1) Given the product [Cl:12][C:13]1[CH:20]=[CH:19][C:16]([CH2:17][CH:2]([C:3]([O:5][CH2:6][CH3:7])=[O:4])[C:1]([O:9][CH2:10][CH3:11])=[O:8])=[CH:15][CH:14]=1, predict the reactants needed to synthesize it. The reactants are: [C:1]([O:9][CH2:10][CH3:11])(=[O:8])[CH2:2][C:3]([O:5][CH2:6][CH3:7])=[O:4].[Cl:12][C:13]1[CH:20]=[CH:19][C:16]([CH2:17]Br)=[CH:15][CH:14]=1. (2) The reactants are: [Cl:1][C:2]1[N:7]=[CH:6][C:5]([C:8]([N:10]2[CH2:15][CH2:14][N:13]([S:16]([C:19]3[CH:24]=[CH:23][C:22]([C:25]([F:28])([F:27])[F:26])=[CH:21][CH:20]=3)(=[O:18])=[O:17])[CH2:12][C@@H:11]2[CH3:29])=[O:9])=[CH:4][CH:3]=1.[NH:30]1[CH2:35][CH2:34][O:33][CH2:32][CH2:31]1. Given the product [ClH:1].[CH3:29][C@H:11]1[CH2:12][N:13]([S:16]([C:19]2[CH:24]=[CH:23][C:22]([C:25]([F:28])([F:27])[F:26])=[CH:21][CH:20]=2)(=[O:18])=[O:17])[CH2:14][CH2:15][N:10]1[C:8]([C:5]1[CH:4]=[CH:3][C:2]([N:30]2[CH2:35][CH2:34][O:33][CH2:32][CH2:31]2)=[N:7][CH:6]=1)=[O:9], predict the reactants needed to synthesize it. (3) Given the product [Br:1][C:2]1[CH:8]=[CH:7][CH:6]=[CH:5][C:3]=1[NH:4][CH:21]1[CH2:20][CH2:19][CH2:18][CH:17]=[CH:16]1, predict the reactants needed to synthesize it. The reactants are: [Br:1][C:2]1[CH:8]=[CH:7][CH:6]=[CH:5][C:3]=1[NH2:4].C(=O)([O-])[O-].[K+].[K+].Br[CH:16]1[CH2:21][CH2:20][CH2:19][CH:18]=[CH:17]1. (4) Given the product [Br:29][CH2:1][C:2]1[CH:3]=[CH:4][C:5]([C:8]2[C:15]([C:16]3[CH:21]=[CH:20][CH:19]=[CH:18][CH:17]=3)=[CH:14][C:11]([C:12]#[N:13])=[CH:10][N:9]=2)=[CH:6][CH:7]=1, predict the reactants needed to synthesize it. The reactants are: [CH3:1][C:2]1[CH:7]=[CH:6][C:5]([C:8]2[C:15]([C:16]3[CH:21]=[CH:20][CH:19]=[CH:18][CH:17]=3)=[CH:14][C:11]([C:12]#[N:13])=[CH:10][N:9]=2)=[CH:4][CH:3]=1.C1C(=O)N([Br:29])C(=O)C1.C(OOC(=O)C1C=CC=CC=1)(=O)C1C=CC=CC=1. (5) Given the product [NH2:1][CH:4]1[CH:8]([CH3:9])[CH2:7][CH:6]([NH:10][S:11]([CH:14]2[CH2:15][CH2:16]2)(=[O:13])=[O:12])[CH2:5]1, predict the reactants needed to synthesize it. The reactants are: [N:1]([CH:4]1[CH:8]([CH3:9])[CH2:7][CH:6]([NH:10][S:11]([CH:14]2[CH2:16][CH2:15]2)(=[O:13])=[O:12])[CH2:5]1)=C=O.[Li+].[OH-]. (6) Given the product [NH:26]1[C:22]2[CH:29]=[C:30]([N:16]3[C@@H:1]([C:3]4[CH:8]=[CH:7][C:6]([C:9]5[CH:14]=[CH:13][CH:12]=[CH:11][CH:10]=5)=[CH:5][CH:4]=4)[CH2:2][O:17][C:15]3=[O:20])[CH:31]=[CH:32][C:23]=2[N:24]=[CH:25]1, predict the reactants needed to synthesize it. The reactants are: [CH:1]([C:3]1[CH:8]=[CH:7][C:6]([C:9]2[CH:14]=[CH:13][CH:12]=[CH:11][CH:10]=2)=[CH:5][CH:4]=1)=[CH2:2].[C:15](=[O:20])([O:17]CC)[NH2:16].C[C:22]1([CH3:29])[NH:26][C:25](=O)[NH:24][C:23]1=O.[CH3:30][CH2:31][C@H:32]1[C@H]2C[C@H]([C@H](OC3C4C(=CC=CC=4)C(O[C@H](C4C=CN=C5C=4C=C(OC)C=C5)[C@@H]4N5C[C@H](CC)[C@@H](CC5)C4)=NN=3)C3C=CN=C4C=3C=C(OC)C=C4)N(CC2)C1.[OH-].[Na+].IC1C=C(N)C(N)=CC=1.[F-].[Cs+].C1(N)CCCCC1N.